From a dataset of Reaction yield outcomes from USPTO patents with 853,638 reactions. Predict the reaction yield, written as a fraction of the theoretical maximum amount of product (1.0 means a 100% yield; for example, 0.34 means a 34% yield). (1) The reactants are [NH2:1][C:2]1[NH:6][C:5]2[CH:7]=[CH:8][C:9]([O:11][C:12]3[CH:17]=[CH:16][C:15]([NH:18][C:19]([NH:21][C:22]4[CH:27]=[C:26]([C:28]([F:31])([F:30])[F:29])[CH:25]=[CH:24][C:23]=4[F:32])=[O:20])=[CH:14][CH:13]=3)=[CH:10][C:4]=2[N:3]=1.[CH3:33][S:34](Cl)(=[O:36])=[O:35].O.CO. The catalyst is N1C=CC=CC=1. The product is [F:32][C:23]1[CH:24]=[CH:25][C:26]([C:28]([F:31])([F:29])[F:30])=[CH:27][C:22]=1[NH:21][C:19]([NH:18][C:15]1[CH:14]=[CH:13][C:12]([O:11][C:9]2[CH:8]=[CH:7][C:5]3[NH:6][C:2]([NH:1][S:34]([CH3:33])(=[O:36])=[O:35])=[N:3][C:4]=3[CH:10]=2)=[CH:17][CH:16]=1)=[O:20]. The yield is 0.400. (2) The reactants are [Si:1]([O:18][CH2:19][CH2:20][N:21]([CH2:42][CH2:43][O:44][Si:45]([C:58]([CH3:61])([CH3:60])[CH3:59])([C:52]1[CH:57]=[CH:56][CH:55]=[CH:54][CH:53]=1)[C:46]1[CH:51]=[CH:50][CH:49]=[CH:48][CH:47]=1)[C:22]1[S:23][C:24]([C:27]2[CH:32]=[C:31]([N+:33]([O-])=O)[CH:30]=[C:29]([N:36]3[CH2:41][CH2:40][O:39][CH2:38][CH2:37]3)[CH:28]=2)=[CH:25][N:26]=1)([C:14]([CH3:17])([CH3:16])[CH3:15])([C:8]1[CH:13]=[CH:12][CH:11]=[CH:10][CH:9]=1)[C:2]1[CH:7]=[CH:6][CH:5]=[CH:4][CH:3]=1. The catalyst is C(OCC)(=O)C.C(O)(=O)C.[Pd]. The product is [NH2:33][C:31]1[CH:32]=[C:27]([C:24]2[S:23][C:22]([N:21]([CH2:42][CH2:43][O:44][Si:45]([C:58]([CH3:61])([CH3:60])[CH3:59])([C:52]3[CH:57]=[CH:56][CH:55]=[CH:54][CH:53]=3)[C:46]3[CH:51]=[CH:50][CH:49]=[CH:48][CH:47]=3)[CH2:20][CH2:19][O:18][Si:1]([C:14]([CH3:17])([CH3:15])[CH3:16])([C:8]3[CH:13]=[CH:12][CH:11]=[CH:10][CH:9]=3)[C:2]3[CH:3]=[CH:4][CH:5]=[CH:6][CH:7]=3)=[N:26][CH:25]=2)[CH:28]=[C:29]([N:36]2[CH2:41][CH2:40][O:39][CH2:38][CH2:37]2)[CH:30]=1. The yield is 0.990. (3) The reactants are [CH:1]1([Mg]Br)[CH2:3][CH2:2]1.[N:6]([C:15]([O:17][C:18]([CH3:21])([CH3:20])[CH3:19])=[O:16])=[N:7][C:8]([O:10][C:11]([CH3:14])([CH3:13])[CH3:12])=[O:9]. The catalyst is C1COCC1. The product is [CH:1]1([N:6]([C:15]([O:17][C:18]([CH3:21])([CH3:20])[CH3:19])=[O:16])[NH:7][C:8]([O:10][C:11]([CH3:12])([CH3:13])[CH3:14])=[O:9])[CH2:3][CH2:2]1. The yield is 0.830.